The task is: Predict the reaction yield, written as a fraction of the theoretical maximum amount of product (1.0 means a 100% yield; for example, 0.34 means a 34% yield).. This data is from Reaction yield outcomes from USPTO patents with 853,638 reactions. (1) The reactants are [Cl:1][C:2]1[CH:3]=[C:4]([NH:18][C:19](=[O:27])[C:20]2[CH:25]=[CH:24][CH:23]=[C:22]([Cl:26])[CH:21]=2)[C:5]([N:8]2[CH2:13][CH2:12][N:11]([CH2:14][C:15]([OH:17])=O)[CH2:10][CH2:9]2)=[N:6][CH:7]=1.[NH:28]1[CH2:33][CH2:32][CH2:31][CH2:30][CH2:29]1.F[B-](F)(F)F.N1(OC(N(C)C)=[N+](C)C)C2C=CC=CC=2N=N1.C(N(CC)CC)C. The catalyst is CN(C)C=O. The product is [Cl:26][C:22]1[CH:21]=[C:20]([CH:25]=[CH:24][CH:23]=1)[C:19]([NH:18][C:4]1[C:5]([N:8]2[CH2:13][CH2:12][N:11]([CH2:14][C:15](=[O:17])[N:28]3[CH2:33][CH2:32][CH2:31][CH2:30][CH2:29]3)[CH2:10][CH2:9]2)=[N:6][CH:7]=[C:2]([Cl:1])[CH:3]=1)=[O:27]. The yield is 0.470. (2) The reactants are [C:1]1([CH3:10])[CH:6]=[CH:5][CH:4]=[C:3]([CH3:7])[C:2]=1[S:8]Cl.[C:11]([C:15]1[CH:20]=[C:19]([C:21]([CH3:24])([CH3:23])[CH3:22])[CH:18]=[CH:17][C:16]=1[OH:25])([CH3:14])([CH3:13])[CH3:12]. No catalyst specified. The product is [C:11]([C:15]1[C:16]([OH:25])=[C:17]([S:8][C:2]2[C:3]([CH3:7])=[CH:4][CH:5]=[CH:6][C:1]=2[CH3:10])[CH:18]=[C:19]([C:21]([CH3:24])([CH3:23])[CH3:22])[CH:20]=1)([CH3:14])([CH3:13])[CH3:12]. The yield is 0.590.